This data is from Forward reaction prediction with 1.9M reactions from USPTO patents (1976-2016). The task is: Predict the product of the given reaction. (1) Given the reactants [F:1][C:2]([F:20])([F:19])[C:3]1[CH:4]=[C:5]2[N:11]=[C:10]([C:12]3[CH:17]=[CH:16][N:15]=[CH:14][C:13]=3[OH:18])[O:9][C:6]2=[N:7][CH:8]=1.C(=O)([O-])[O-].[K+].[K+].CN(C=O)C.[CH:32](I)([CH3:34])[CH3:33], predict the reaction product. The product is: [CH:32]([O:18][C:13]1[CH:14]=[N:15][CH:16]=[CH:17][C:12]=1[C:10]1[O:9][C:6]2[C:5]([N:11]=1)=[CH:4][C:3]([C:2]([F:19])([F:1])[F:20])=[CH:8][N:7]=2)([CH3:34])[CH3:33]. (2) The product is: [CH3:36][C:27]1[CH:26]=[C:25]([NH:24][CH2:15][C:14]2[CH:17]=[CH:18][CH:19]=[C:12]([C:11]3[C:10]4[C:5](=[C:6]([C:20]([F:23])([F:21])[F:22])[CH:7]=[CH:8][CH:9]=4)[N:4]=[CH:3][C:2]=3[CH3:1])[CH:13]=2)[C:30]([CH3:31])=[CH:29][C:28]=1[CH2:32][C:33]([OH:35])=[O:34]. Given the reactants [CH3:1][C:2]1[CH:3]=[N:4][C:5]2[C:10]([C:11]=1[C:12]1[CH:13]=[C:14]([CH:17]=[CH:18][CH:19]=1)[CH:15]=O)=[CH:9][CH:8]=[CH:7][C:6]=2[C:20]([F:23])([F:22])[F:21].[NH2:24][C:25]1[C:30]([CH3:31])=[CH:29][C:28]([CH2:32][C:33]([OH:35])=[O:34])=[C:27]([CH3:36])[CH:26]=1, predict the reaction product. (3) Given the reactants [C:1]12([C:11]3[CH:21]=[CH:20][C:14]([O:15][CH2:16][C:17](O)=[O:18])=[CH:13][CH:12]=3)[CH2:10][CH:5]3[CH2:6][CH:7]([CH2:9][CH:3]([CH2:4]3)[CH2:2]1)[CH2:8]2.[NH2:22][C:23]1[CH:24]=[C:25]([C:29]([C:31]2[CH:36]=[CH:35][CH:34]=[CH:33][CH:32]=2)=[O:30])[CH:26]=[CH:27][CH:28]=1.Cl.C(N=C=N)C.O.ON1C2C=CC=CC=2N=N1.C(N(CC)C(C)C)(C)C, predict the reaction product. The product is: [C:1]12([C:11]3[CH:21]=[CH:20][C:14]([O:15][CH2:16][C:17]([NH:22][C:23]4[CH:28]=[CH:27][CH:26]=[C:25]([C:29](=[O:30])[C:31]5[CH:36]=[CH:35][CH:34]=[CH:33][CH:32]=5)[CH:24]=4)=[O:18])=[CH:13][CH:12]=3)[CH2:2][CH:3]3[CH2:9][CH:7]([CH2:6][CH:5]([CH2:4]3)[CH2:10]1)[CH2:8]2. (4) Given the reactants [S:1]1[CH:5]=[CH:4][CH:3]=[C:2]1[C:6]([OH:8])=O.[F:9][C:10]1[CH:17]=[CH:16][C:13]([CH2:14]Br)=[CH:12][CH:11]=1.Cl.[CH3:19]NOC.C[Mg]Br, predict the reaction product. The product is: [F:9][C:10]1[CH:17]=[CH:16][C:13]([CH2:14][C:3]2[CH:4]=[CH:5][S:1][C:2]=2[C:6](=[O:8])[CH3:19])=[CH:12][CH:11]=1. (5) The product is: [Cl:20][C:16]1[CH:15]=[C:14]([CH:13]2[C:12]([C:21](=[O:38])[NH:22][CH2:23][CH2:24][CH:25]([C:26]3[CH:31]=[CH:30][CH:29]=[CH:28][CH:27]=3)[C:32]3[CH:33]=[CH:34][CH:35]=[CH:36][CH:37]=3)=[C:11]([CH3:39])[NH:10][C:9]([CH3:40])=[C:8]2[C:6]([OH:7])=[O:5])[CH:19]=[CH:18][CH:17]=1. Given the reactants C(CC[O:5][C:6]([C:8]1[CH:13]([C:14]2[CH:19]=[CH:18][CH:17]=[C:16]([Cl:20])[CH:15]=2)[C:12]([C:21](=[O:38])[NH:22][CH2:23][CH2:24][CH:25]([C:32]2[CH:37]=[CH:36][CH:35]=[CH:34][CH:33]=2)[C:26]2[CH:31]=[CH:30][CH:29]=[CH:28][CH:27]=2)=[C:11]([CH3:39])[NH:10][C:9]=1[CH3:40])=[O:7])#N.[OH-].[Na+].Cl, predict the reaction product.